Dataset: Peptide-MHC class I binding affinity with 185,985 pairs from IEDB/IMGT. Task: Regression. Given a peptide amino acid sequence and an MHC pseudo amino acid sequence, predict their binding affinity value. This is MHC class I binding data. (1) The peptide sequence is RVYVAQKRK. The MHC is HLA-A02:06 with pseudo-sequence HLA-A02:06. The binding affinity (normalized) is 0.0847. (2) The peptide sequence is RSLYNTIAVLY. The MHC is HLA-A26:03 with pseudo-sequence HLA-A26:03. The binding affinity (normalized) is 0.0847. (3) The peptide sequence is YTVLYPNL. The MHC is H-2-Kb with pseudo-sequence H-2-Kb. The binding affinity (normalized) is 0.767. (4) The peptide sequence is CHATLTHRL. The MHC is HLA-A11:01 with pseudo-sequence HLA-A11:01. The binding affinity (normalized) is 0.0847. (5) The peptide sequence is SRFPEALRL. The MHC is Mamu-B08 with pseudo-sequence Mamu-B08. The binding affinity (normalized) is 0.804. (6) The peptide sequence is CVLTTIDGV. The MHC is HLA-A02:01 with pseudo-sequence HLA-A02:01. The binding affinity (normalized) is 0.475. (7) The peptide sequence is HEREEELRKRL. The MHC is Mamu-B01 with pseudo-sequence Mamu-B01. The binding affinity (normalized) is 0. (8) The peptide sequence is FGSVGGLFTS. The MHC is HLA-B58:01 with pseudo-sequence HLA-B58:01. The binding affinity (normalized) is 0.501.